From a dataset of Catalyst prediction with 721,799 reactions and 888 catalyst types from USPTO. Predict which catalyst facilitates the given reaction. (1) The catalyst class is: 22. Product: [F:1][C:2]1[CH:17]=[C:16]([N+:18]([O-:20])=[O:19])[CH:15]=[CH:14][C:3]=1[O:4][C:5]1[C:6]2[N:7]([CH:11]=[CH:12][C:13]=2[I:21])[N:8]=[CH:9][CH:10]=1. Reactant: [F:1][C:2]1[CH:17]=[C:16]([N+:18]([O-:20])=[O:19])[CH:15]=[CH:14][C:3]=1[O:4][C:5]1[C:6]2[N:7]([CH:11]=[CH:12][CH:13]=2)[N:8]=[CH:9][CH:10]=1.[I:21]N1C(=O)CCC1=O. (2) Reactant: [OH-].[Na+].Cl[C:4]1[CH:5]=[C:6]([C:12]2([C:35]([F:38])([F:37])[F:36])[CH2:16][C:15]([C:17]3[CH:30]=[CH:29][C:20]([C:21]([NH:23][CH2:24][C:25]([O:27]C)=[O:26])=[O:22])=[C:19]([C:31]([F:34])([F:33])[F:32])[CH:18]=3)=[N:14][CH2:13]2)[CH:7]=[C:8](Cl)[C:9]=1Cl. Product: [F:32][C:31]([F:34])([F:33])[C:4]1[CH:5]=[C:6]([C:12]2([C:35]([F:37])([F:38])[F:36])[CH2:16][C:15]([C:17]3[CH:30]=[CH:29][C:20]([C:21]([NH:23][CH2:24][C:25]([OH:27])=[O:26])=[O:22])=[C:19]([C:31]([F:33])([F:34])[F:32])[CH:18]=3)=[N:14][CH2:13]2)[CH:7]=[C:8]([C:35]([F:38])([F:37])[F:36])[CH:9]=1. The catalyst class is: 315. (3) Reactant: C([C@@:8]([NH2:23])([CH2:12][S:13][CH2:14][C:15]1[CH:20]=[CH:19][C:18]([O:21][CH3:22])=[CH:17][CH:16]=1)[C:9]([OH:11])=O)(OC(C)(C)C)=O.[CH3:24]N1CCOCC1.C(O[C:34](Cl)=[O:35])C.[OH-:37].[K+].[CH3:39][N:40]([N:44]=O)C(N)=O.O1[CH2:50][CH2:49][CH2:48]C1. Product: [C:49]([O:37][C:34](=[O:35])[NH:23][C@@H:8]([CH2:12][S:13][CH2:14][C:15]1[CH:16]=[CH:17][C:18]([O:21][CH3:22])=[CH:19][CH:20]=1)[C:9](=[O:11])[CH:39]=[N+:40]=[N-:44])([CH3:48])([CH3:50])[CH3:24]. The catalyst class is: 581. (4) Reactant: [CH3:1][C:2]([CH3:18])([CH3:17])[CH:3]([NH:7][C:8](=[O:16])[C:9]1[CH:14]=[CH:13][CH:12]=[CH:11][C:10]=1[CH3:15])[C:4](O)=[O:5].ClC(OCC(C)C)=O.C[N:28]1CCOCC1.[OH-].[NH4+]. Product: [NH2:28][C:4]([CH:3]([NH:7][C:8](=[O:16])[C:9]1[CH:14]=[CH:13][CH:12]=[CH:11][C:10]=1[CH3:15])[C:2]([CH3:18])([CH3:17])[CH3:1])=[O:5]. The catalyst class is: 220. (5) Reactant: C([O:8][C:9]1[CH:10]=[C:11]2[C:15](=[CH:16][C:17]=1[CH:18]([CH3:20])[CH3:19])[N:14]([CH3:21])[CH:13]=[C:12]2[CH3:22])C1C=CC=CC=1. Product: [CH:18]([C:17]1[CH:16]=[C:15]2[C:11]([C:12]([CH3:22])=[CH:13][N:14]2[CH3:21])=[CH:10][C:9]=1[OH:8])([CH3:20])[CH3:19]. The catalyst class is: 43. (6) Product: [Br:1][C:2]1[CH:7]=[CH:6][C:5]([CH2:8][C:9]([O:11][C:19]([CH3:21])([CH3:20])[CH3:18])=[O:10])=[C:4]([F:12])[CH:3]=1. Reactant: [Br:1][C:2]1[CH:7]=[CH:6][C:5]([CH2:8][C:9]([OH:11])=[O:10])=[C:4]([F:12])[CH:3]=1.S(=O)(=O)(O)O.[CH2:18]=[C:19]([CH3:21])[CH3:20].C(=O)=O. The catalyst class is: 4. (7) Reactant: [CH3:1][O:2][C:3]1[CH:4]=[C:5]2[C:10](=[CH:11][C:12]=1[O:13][CH3:14])[N:9]=[CH:8][CH:7]=[C:6]2[O:15][C:16]1[CH:22]=[CH:21][C:19]([NH2:20])=[CH:18][CH:17]=1.C(N(CC)CC)C.Cl[C:31](Cl)([O:33]C(=O)OC(Cl)(Cl)Cl)Cl.[CH3:42][O:43][C:44]1[CH:49]=[CH:48][C:47]([C@@H:50]([NH2:52])[CH3:51])=[CH:46][CH:45]=1. Product: [CH3:1][O:2][C:3]1[CH:4]=[C:5]2[C:10](=[CH:11][C:12]=1[O:13][CH3:14])[N:9]=[CH:8][CH:7]=[C:6]2[O:15][C:16]1[CH:22]=[CH:21][C:19]([NH:20][C:31]([NH:52][C@H:50]([C:47]2[CH:48]=[CH:49][C:44]([O:43][CH3:42])=[CH:45][CH:46]=2)[CH3:51])=[O:33])=[CH:18][CH:17]=1. The catalyst class is: 22. (8) Reactant: [NH2:1][C@H:2]([CH3:6])[C:3]([OH:5])=[O:4].[CH3:7][C:8]([O:11][C:12](O[C:12]([O:11][C:8]([CH3:10])([CH3:9])[CH3:7])=[O:13])=[O:13])([CH3:10])[CH3:9].[OH-].[Na+]. Product: [C:8]([O:11][C:12]([NH:1][C@H:2]([CH3:6])[C:3]([OH:5])=[O:4])=[O:13])([CH3:10])([CH3:9])[CH3:7]. The catalyst class is: 1.